Task: Predict which catalyst facilitates the given reaction.. Dataset: Catalyst prediction with 721,799 reactions and 888 catalyst types from USPTO (1) Reactant: [Cl:1][C:2]1[C:3]([F:40])=[C:4]([C@@H:8]2[C@:12]([C:15]3[CH:20]=[CH:19][C:18]([Cl:21])=[CH:17][C:16]=3[F:22])([C:13]#[N:14])[C@H:11]([CH2:23][C:24]([CH3:27])([CH3:26])[CH3:25])[CH2:10][N:9]2C(NC2C=CC=CC=2C(O)=O)=O)[CH:5]=[CH:6][CH:7]=1.[CH3:41][CH2:42][N:43](C(C)C)C(C)C.CN(C([O:57]N1N=NC2C=CC=NC1=2)=[N+](C)C)C.F[P-](F)(F)(F)(F)F.[Cl-].[NH4+]. Product: [Cl:1][C:2]1[C:3]([F:40])=[C:4]([C@@H:8]2[C@:12]([C:15]3[CH:20]=[CH:19][C:18]([Cl:21])=[CH:17][C:16]=3[F:22])([C:13]#[N:14])[C@H:11]([CH2:23][C:24]([CH3:27])([CH3:25])[CH3:26])[CH2:10][N:9]2[CH2:41][C:42]([NH2:43])=[O:57])[CH:5]=[CH:6][CH:7]=1. The catalyst class is: 9. (2) Reactant: Cl.[N:2]1[CH:7]=[CH:6][CH:5]=[CH:4][C:3]=1[N:8]([CH2:32][CH2:33][C:34]([O:36][CH3:37])=[O:35])[C:9]([C:11]1[CH:31]=[CH:30][C:14]2[N:15]([CH3:29])[C:16]([CH2:18][NH:19][C:20]3[CH:25]=[CH:24][C:23]([C:26](=[NH:28])[NH2:27])=[CH:22][CH:21]=3)=[N:17][C:13]=2[CH:12]=1)=[O:10].[C:38](Cl)(=[O:45])[C:39]1[CH:44]=[CH:43][CH:42]=[N:41][CH:40]=1. Product: [N:2]1[CH:7]=[CH:6][CH:5]=[CH:4][C:3]=1[N:8]([CH2:32][CH2:33][C:34]([O:36][CH3:37])=[O:35])[C:9]([C:11]1[CH:31]=[CH:30][C:14]2[N:15]([CH3:29])[C:16]([CH2:18][NH:19][C:20]3[CH:25]=[CH:24][C:23]([C:26](=[NH:27])[NH:28][C:38](=[O:45])[C:39]4[CH:44]=[CH:43][CH:42]=[N:41][CH:40]=4)=[CH:22][CH:21]=3)=[N:17][C:13]=2[CH:12]=1)=[O:10]. The catalyst class is: 98. (3) Reactant: [CH2:1]([OH:23])[C@H:2]1[O:7][C@H:6]([O:8][C@H:9]2[C@H:14]([OH:15])[C@@H:13]([OH:16])[C@H:12]([OH:17])[O:11][C@@H:10]2[CH2:18][OH:19])[C@H:5]([OH:20])[C@@H:4]([OH:21])[C@@H:3]1[OH:22].O.C(O)C. Product: [CH2:1]([OH:23])[C@H:2]1[O:7][C@H:6]([O:8][C@H:9]2[C@H:14]([OH:15])[C@@H:13]([OH:16])[C@H:12]([OH:17])[O:11][C@@H:10]2[CH2:18][OH:19])[C@H:5]([OH:20])[C@@H:4]([OH:21])[C@@H:3]1[OH:22]. The catalyst class is: 6. (4) Reactant: [NH2:1][C:2]1[N:3]=[C:4]([C:20]2[CH:21]=[C:22]([O:26][CH2:27][CH:28]3[CH2:30][N@@:29]3C(OC(C)(C)C)=O)[CH:23]=[N:24][CH:25]=2)[CH:5]=[C:6]2[C:11]=1[CH:10]=[N:9][C:8]1[CH:12]=[C:13]([O:18][CH3:19])[C:14]([O:16][CH3:17])=[CH:15][C:7]2=1.[F:38][C:39]1[CH:44]=[C:43](F)[CH:42]=[CH:41][C:40]=1[OH:46].C(=O)([O-])[O-].[Cs+].[Cs+]. Product: [NH2:29][C@@H:28]([CH2:30][O:46][C:40]1[CH:41]=[CH:42][CH:43]=[CH:44][C:39]=1[F:38])[CH2:27][O:26][C:22]1[CH:21]=[C:20]([C:4]2[CH:5]=[C:6]3[C:11](=[C:2]([NH2:1])[N:3]=2)[CH:10]=[N:9][C:8]2[CH:12]=[C:13]([O:18][CH3:19])[C:14]([O:16][CH3:17])=[CH:15][C:7]3=2)[CH:25]=[N:24][CH:23]=1. The catalyst class is: 3.